Dataset: Forward reaction prediction with 1.9M reactions from USPTO patents (1976-2016). Task: Predict the product of the given reaction. Given the reactants [C:1](Cl)(=[O:7])[CH2:2][CH2:3][CH2:4][CH2:5][CH3:6].[C:9]1([C:15]#[C:16][C:17]2[CH:35]=[CH:34][C:20]([C:21]([NH:23][C:24]3[CH:29]=[CH:28][CH:27]=[CH:26][C:25]=3[S:30](=[O:33])(=[O:32])[NH2:31])=[O:22])=[CH:19][CH:18]=2)[CH:14]=[CH:13][CH:12]=[CH:11][CH:10]=1, predict the reaction product. The product is: [C:9]1([C:15]#[C:16][C:17]2[CH:35]=[CH:34][C:20]([C:21]([NH:23][C:24]3[CH:29]=[CH:28][CH:27]=[CH:26][C:25]=3[S:30]([NH:31][C:1](=[O:7])[CH2:2][CH2:3][CH2:4][CH2:5][CH3:6])(=[O:33])=[O:32])=[O:22])=[CH:19][CH:18]=2)[CH:10]=[CH:11][CH:12]=[CH:13][CH:14]=1.